Dataset: Forward reaction prediction with 1.9M reactions from USPTO patents (1976-2016). Task: Predict the product of the given reaction. (1) The product is: [CH3:1][CH2:2][C@H:3]1[O:18][C:16](=[O:17])[C@H:15]([CH3:19])[C@@H:14]([O:20][C@@H:21]2[O:26][C@@H:25]([CH3:27])[C@H:24]([OH:28])[C@@:23]([O:30][CH3:31])([CH3:29])[CH2:22]2)[C@H:13]([CH3:32])[C@@H:12]([O:33][C@@H:34]2[O:39][C@H:38]([CH3:40])[CH2:37][C@H:36]([N:41]([CH3:43])[CH3:42])[C@H:35]2[OH:44])[C@@:11]([OH:46])([CH3:45])[CH2:10][C@@H:9]([CH3:47])[CH2:8][N:7]([CH3:48])[C@H:6]([CH3:49])[C@@H:5]([OH:50])[C@@:4]1([OH:52])[CH3:51].[CH2:60]([C:55]([OH:56])([C:57]([OH:59])=[O:58])[CH2:54][C:53]([OH:65])=[O:64])[C:61]([OH:63])=[O:62]. Given the reactants [CH3:1][CH2:2][C@H:3]1[O:18][C:16](=[O:17])[C@H:15]([CH3:19])[C@@H:14]([O:20][C@@H:21]2[O:26][C@@H:25]([CH3:27])[C@H:24]([OH:28])[C@@:23]([O:30][CH3:31])([CH3:29])[CH2:22]2)[C@H:13]([CH3:32])[C@@H:12]([O:33][C@@H:34]2[O:39][C@H:38]([CH3:40])[CH2:37][C@H:36]([N:41]([CH3:43])[CH3:42])[C@H:35]2[OH:44])[C@@:11]([OH:46])([CH3:45])[CH2:10][C@@H:9]([CH3:47])[CH2:8][N:7]([CH3:48])[C@H:6]([CH3:49])[C@@H:5]([OH:50])[C@@:4]1([OH:52])[CH3:51].[C:53]([OH:65])(=[O:64])[CH2:54][C:55]([CH2:60][C:61]([OH:63])=[O:62])([C:57]([OH:59])=[O:58])[OH:56], predict the reaction product. (2) Given the reactants [Br:1][C:2]1[CH:3]=[C:4]2[C:9](=[CH:10][CH:11]=1)[C:8](=[O:12])O[CH:6]=[C:5]2[C:13]([O:15][CH3:16])=[O:14].[N:17]1[CH:22]=[CH:21][C:20]([CH2:23][NH2:24])=[CH:19][CH:18]=1, predict the reaction product. The product is: [Br:1][C:2]1[CH:3]=[C:4]2[C:9](=[CH:10][CH:11]=1)[C:8](=[O:12])[N:24]([CH2:23][C:20]1[CH:21]=[CH:22][N:17]=[CH:18][CH:19]=1)[CH:6]=[C:5]2[C:13]([O:15][CH3:16])=[O:14]. (3) Given the reactants [Br:1][C:2]1[CH:7]=[C:6]([F:8])[CH:5]=[CH:4][C:3]=1[C@H:9]1[C:14]([C:15]([O:17][CH2:18][CH3:19])=[O:16])=[C:13]([CH2:20]Br)[NH:12][C:11]([C:22]2[S:23][CH:24]=[CH:25][N:26]=2)=[N:10]1.[NH:27]1[CH2:32][CH2:31][O:30][CH2:29][C@H:28]1[C:33]([OH:35])=[O:34].C(=O)([O-])[O-].[K+].[K+], predict the reaction product. The product is: [Br:1][C:2]1[CH:7]=[C:6]([F:8])[CH:5]=[CH:4][C:3]=1[C@@H:9]1[N:10]=[C:11]([C:22]2[S:23][CH:24]=[CH:25][N:26]=2)[NH:12][C:13]([CH2:20][N:27]2[CH2:32][CH2:31][O:30][CH2:29][C@H:28]2[C:33]([OH:35])=[O:34])=[C:14]1[C:15]([O:17][CH2:18][CH3:19])=[O:16]. (4) Given the reactants C(O[N:9]1[CH:14]=[CH:13][CH:12]=[CH:11][C:10]1=[O:15])C1C=CC=CC=1.Br[C:17]1[CH:22]=[C:21]2[N:23]([CH3:34])[C:24]3[CH2:25][CH:26]4[N:31]([CH2:32][C:33]=3[C:20]2=[CH:19][CH:18]=1)[CH2:30][CH2:29][CH2:28][CH2:27]4.BrC1C=C2C([C:40]3[CH2:52][CH2:51][N:50]4[CH:46]([CH2:47]CC4)[C:41]=3N2C)=CC=1.[ClH:53].[CH3:54][OH:55], predict the reaction product. The product is: [ClH:53].[ClH:53].[CH3:34][N:23]1[C:24]2[CH2:25][CH:26]3[N:31]([CH2:32][C:33]=2[C:20]2[C:21]1=[CH:22][C:17]([N:9]1[CH:14]=[CH:13][C:12]([O:55][CH2:54][C:52]4[CH:51]=[N:50][C:46]([CH3:47])=[CH:41][CH:40]=4)=[CH:11][C:10]1=[O:15])=[CH:18][CH:19]=2)[CH2:30][CH2:29][CH2:28][CH2:27]3. (5) The product is: [CH2:1]([O:3][C:4]([C:6]1([NH:15][C:25](=[O:26])[C:24]2[CH:28]=[CH:29][C:30]([Br:32])=[CH:31][C:23]=2[CH2:16][C:17]2[CH:18]=[CH:19][CH:20]=[CH:21][CH:22]=2)[CH2:14][C:13]2[C:8](=[CH:9][CH:10]=[CH:11][CH:12]=2)[CH2:7]1)=[O:5])[CH3:2]. Given the reactants [CH2:1]([O:3][C:4]([C:6]1([NH2:15])[CH2:14][C:13]2[C:8](=[CH:9][CH:10]=[CH:11][CH:12]=2)[CH2:7]1)=[O:5])[CH3:2].[CH2:16]([C:23]1[CH:31]=[C:30]([Br:32])[CH:29]=[CH:28][C:24]=1[C:25](O)=[O:26])[C:17]1[CH:22]=[CH:21][CH:20]=[CH:19][CH:18]=1.CN(C(ON1N=NC2C=CC=NC1=2)=[N+](C)C)C.F[P-](F)(F)(F)(F)F.CCN(C(C)C)C(C)C, predict the reaction product.